Dataset: Forward reaction prediction with 1.9M reactions from USPTO patents (1976-2016). Task: Predict the product of the given reaction. (1) The product is: [CH2:11]([C:7]([C:1]1[CH:6]=[CH:5][CH:4]=[CH:3][CH:2]=1)=[C:8]=[O:9])[CH3:12]. Given the reactants [C:1]1([CH:7]([CH2:11][CH3:12])[C:8](Cl)=[O:9])[CH:6]=[CH:5][CH:4]=[CH:3][CH:2]=1.C(N(CC)CC)C, predict the reaction product. (2) The product is: [I:1][C:2]1[C:3]([O:10][CH3:11])=[C:4]([CH:7]=[CH:8][CH:9]=1)[CH:5]=[O:6]. Given the reactants [I:1][C:2]1[C:3]([OH:10])=[C:4]([CH:7]=[CH:8][CH:9]=1)[CH:5]=[O:6].[C:11](=O)([O-])[O-].[Cs+].[Cs+].CI, predict the reaction product. (3) Given the reactants [CH3:1][C:2]([N:6]1[CH:10]=[C:9]([NH:11][C:12](=[O:29])[CH:13]([NH:17][C:18](=[O:28])[CH2:19][C:20]2[CH:25]=[C:24]([F:26])[CH:23]=[C:22]([F:27])[CH:21]=2)[CH2:14][CH2:15][CH3:16])[N:8]=[CH:7]1)([CH3:5])[CH:3]=O.[CH2:30]([NH2:37])[C:31]1[CH:36]=[CH:35][CH:34]=[CH:33][CH:32]=1, predict the reaction product. The product is: [CH2:30]([NH:37][CH2:3][C:2]([N:6]1[CH:10]=[C:9]([NH:11][C:12](=[O:29])[CH:13]([NH:17][C:18](=[O:28])[CH2:19][C:20]2[CH:21]=[C:22]([F:27])[CH:23]=[C:24]([F:26])[CH:25]=2)[CH2:14][CH2:15][CH3:16])[N:8]=[CH:7]1)([CH3:5])[CH3:1])[C:31]1[CH:36]=[CH:35][CH:34]=[CH:33][CH:32]=1. (4) Given the reactants [ClH:1].CC(O)C.[C:6](/[C:8](/[C:31]1[CH:36]=[CH:35][C:34]([O:37][CH3:38])=[C:33]([O:39][CH3:40])[CH:32]=1)=[CH:9]\[C:10]1[S:14][C:13]([N:15]2[CH2:20][CH2:19][CH:18]([O:21][C:22](=[O:30])[CH2:23][N:24]3[CH2:29][CH2:28][CH2:27][CH2:26][CH2:25]3)[CH2:17][CH2:16]2)=[CH:12][CH:11]=1)#[N:7], predict the reaction product. The product is: [ClH:1].[C:6](/[C:8](/[C:31]1[CH:36]=[CH:35][C:34]([O:37][CH3:38])=[C:33]([O:39][CH3:40])[CH:32]=1)=[CH:9]\[C:10]1[S:14][C:13]([N:15]2[CH2:16][CH2:17][CH:18]([O:21][C:22](=[O:30])[CH2:23][N:24]3[CH2:29][CH2:28][CH2:27][CH2:26][CH2:25]3)[CH2:19][CH2:20]2)=[CH:12][CH:11]=1)#[N:7]. (5) Given the reactants Cl.Cl.[O:3]1[C:7]2[CH:8]=[CH:9][CH:10]=[C:11]([CH:12]3[CH2:17][CH2:16][N:15]([CH2:18][CH2:19][C@H:20]4[CH2:25][CH2:24][C@H:23]([NH2:26])[CH2:22][CH2:21]4)[CH2:14][CH2:13]3)[C:6]=2[CH2:5][CH2:4]1.[CH3:27][CH:28]([CH3:34])[CH2:29][CH2:30][C:31](O)=[O:32], predict the reaction product. The product is: [O:3]1[C:7]2[CH:8]=[CH:9][CH:10]=[C:11]([CH:12]3[CH2:17][CH2:16][N:15]([CH2:18][CH2:19][C@H:20]4[CH2:21][CH2:22][C@H:23]([NH:26][C:31](=[O:32])[CH2:30][CH2:29][CH:28]([CH3:34])[CH3:27])[CH2:24][CH2:25]4)[CH2:14][CH2:13]3)[C:6]=2[CH2:5][CH2:4]1. (6) Given the reactants [C:1]([C:3]1[CH:4]=[C:5]([CH:18]=[CH:19][CH:20]=1)[C:6]([NH:8][C:9]1[CH:14]=[CH:13][CH:12]=[CH:11][C:10]=1[N+:15]([O-])=O)=[O:7])#[N:2], predict the reaction product. The product is: [C:1]([C:3]1[CH:4]=[C:5]([CH:18]=[CH:19][CH:20]=1)[C:6]([NH:8][C:9]1[C:10]([NH2:15])=[CH:11][CH:12]=[CH:13][CH:14]=1)=[O:7])#[N:2].